From a dataset of Full USPTO retrosynthesis dataset with 1.9M reactions from patents (1976-2016). Predict the reactants needed to synthesize the given product. (1) Given the product [CH2:11]([O:13][C:14]([C:15]1[CH:16]=[C:17]([C:6]2[CH:7]=[CH:8][C:3]([O:2][CH3:1])=[CH:4][CH:5]=2)[CH:18]=[CH:19][CH:20]=1)=[O:22])[CH3:12], predict the reactants needed to synthesize it. The reactants are: [CH3:1][O:2][C:3]1[CH:8]=[CH:7][C:6]([Mg]Br)=[CH:5][CH:4]=1.[CH2:11]([O:13][C:14](=[O:22])[C:15]1[CH:20]=[CH:19][CH:18]=[C:17](Br)[CH:16]=1)[CH3:12]. (2) Given the product [CH:1]1([NH:7][C:8]2[N:13]=[C:12]([C:14]3[C:22]4[C:17](=[N:18][CH:19]=[CH:20][CH:21]=4)[N:16]([S:24]([CH3:23])(=[O:26])=[O:25])[CH:15]=3)[CH:11]=[CH:10][N:9]=2)[CH2:2][CH2:3][CH2:4][CH2:5][CH2:6]1, predict the reactants needed to synthesize it. The reactants are: [CH:1]1([NH:7][C:8]2[N:13]=[C:12]([C:14]3[C:22]4[C:17](=[N:18][CH:19]=[CH:20][CH:21]=4)[NH:16][CH:15]=3)[CH:11]=[CH:10][N:9]=2)[CH2:6][CH2:5][CH2:4][CH2:3][CH2:2]1.[CH3:23][S:24](Cl)(=[O:26])=[O:25]. (3) The reactants are: [C:1]([O:5][C:6](=[O:17])[NH:7][CH2:8][C:9]1[C:14]([Br:15])=[CH:13][N:12]=[C:11]([NH2:16])[CH:10]=1)([CH3:4])([CH3:3])[CH3:2].[CH2:18]([O:20][C:21](=[O:26])[CH:22](Cl)[CH:23]=O)[CH3:19]. Given the product [CH2:18]([O:20][C:21]([C:22]1[N:12]2[CH:13]=[C:14]([Br:15])[C:9]([CH2:8][NH:7][C:6]([O:5][C:1]([CH3:4])([CH3:2])[CH3:3])=[O:17])=[CH:10][C:11]2=[N:16][CH:23]=1)=[O:26])[CH3:19], predict the reactants needed to synthesize it. (4) Given the product [NH2:1][C:2]1[CH:3]=[C:4]([CH:8]=[CH:9][N:10]=1)[C:5]([NH:18][CH2:11][C:12]1[CH:17]=[CH:16][CH:15]=[CH:14][CH:13]=1)=[O:7], predict the reactants needed to synthesize it. The reactants are: [NH2:1][C:2]1[CH:3]=[C:4]([CH:8]=[CH:9][N:10]=1)[C:5]([OH:7])=O.[CH2:11]([NH2:18])[C:12]1[CH:17]=[CH:16][CH:15]=[CH:14][CH:13]=1. (5) Given the product [C:1]([C:3]1[CH:8]=[CH:7][C:6]([C:9]2[CH:10]=[N:11][N:12]([C:15]3[CH:23]=[CH:22][C:18]([C:19]([NH:31][CH2:30][CH2:29][CH2:28][O:27][CH3:26])=[O:21])=[CH:17][N:16]=3)[C:13]=2[OH:14])=[C:5]([O:24][CH3:25])[CH:4]=1)#[N:2], predict the reactants needed to synthesize it. The reactants are: [C:1]([C:3]1[CH:8]=[CH:7][C:6]([C:9]2[CH:10]=[N:11][N:12]([C:15]3[CH:23]=[CH:22][C:18]([C:19]([OH:21])=O)=[CH:17][N:16]=3)[C:13]=2[OH:14])=[C:5]([O:24][CH3:25])[CH:4]=1)#[N:2].[CH3:26][O:27][CH2:28][CH2:29][CH2:30][NH2:31]. (6) Given the product [Cl:31][C:29]1[CH:30]=[C:25]([NH:7][C:8]2[CH:9]=[CH:10][C:11]([C:14]([N:16]3[C@@H:21]([CH3:22])[CH2:20][O:19][CH2:18][C@@H:17]3[CH3:23])=[O:15])=[CH:12][N:13]=2)[C:26](=[O:33])[N:27]([CH3:32])[N:28]=1, predict the reactants needed to synthesize it. The reactants are: C(=O)([O-])[O-].[Cs+].[Cs+].[NH2:7][C:8]1[N:13]=[CH:12][C:11]([C:14]([N:16]2[C@@H:21]([CH3:22])[CH2:20][O:19][CH2:18][C@@H:17]2[CH3:23])=[O:15])=[CH:10][CH:9]=1.Br[C:25]1[C:26](=[O:33])[N:27]([CH3:32])[N:28]=[C:29]([Cl:31])[CH:30]=1.CC1(C)C2C(=C(P(C3C=CC=CC=3)C3C=CC=CC=3)C=CC=2)OC2C(P(C3C=CC=CC=3)C3C=CC=CC=3)=CC=CC1=2. (7) Given the product [Br:1][CH:2]([CH3:6])[C:3]([O:5][CH2:7][C:8]1[CH:13]=[CH:12][CH:11]=[CH:10][CH:9]=1)=[O:4], predict the reactants needed to synthesize it. The reactants are: [Br:1][CH:2]([CH3:6])[C:3]([OH:5])=[O:4].[CH2:7](O)[C:8]1[CH:13]=[CH:12][CH:11]=[CH:10][CH:9]=1.